Task: Regression. Given a peptide amino acid sequence and an MHC pseudo amino acid sequence, predict their binding affinity value. This is MHC class II binding data.. Dataset: Peptide-MHC class II binding affinity with 134,281 pairs from IEDB (1) The peptide sequence is VEFEPPHAATIRVLA. The MHC is DRB1_0901 with pseudo-sequence DRB1_0901. The binding affinity (normalized) is 0.699. (2) The peptide sequence is DKSKPKVYQWFDL. The MHC is DRB1_1301 with pseudo-sequence DRB1_1301. The binding affinity (normalized) is 0. (3) The binding affinity (normalized) is 0.924. The MHC is DRB3_0202 with pseudo-sequence DRB3_0202. The peptide sequence is FETNVSHNVQGATVA. (4) The peptide sequence is PNITATYGDKWLDAK. The MHC is HLA-DQA10401-DQB10402 with pseudo-sequence HLA-DQA10401-DQB10402. The binding affinity (normalized) is 0.0851. (5) The peptide sequence is FGQNTASIAATEAQY. The MHC is DRB3_0101 with pseudo-sequence DRB3_0101. The binding affinity (normalized) is 0.202. (6) The peptide sequence is ASPMLYQLLEAVYGN. The MHC is DRB1_1302 with pseudo-sequence DRB1_1302. The binding affinity (normalized) is 0.356. (7) The binding affinity (normalized) is 0.615. The MHC is DRB1_1001 with pseudo-sequence DRB1_1001. The peptide sequence is LHFSEALRIIAGTPE.